The task is: Regression/Classification. Given a drug SMILES string, predict its toxicity properties. Task type varies by dataset: regression for continuous values (e.g., LD50, hERG inhibition percentage) or binary classification for toxic/non-toxic outcomes (e.g., AMES mutagenicity, cardiotoxicity, hepatotoxicity). Dataset: herg_karim.. This data is from hERG potassium channel inhibition data for cardiac toxicity prediction from Karim et al.. (1) The compound is O=C(NC1CC1)c1cn(-c2cccc(-c3ccncc3)c2)c2ncccc2c1=O. The result is 0 (non-blocker). (2) The compound is COc1ccc2ncc(F)c(CC(NOC(C)=O)C34CCC(NCc5ccc6c(n5)NC(=O)CO6)(CC3)CO4)c2n1. The result is 0 (non-blocker). (3) The drug is Cc1cc(Nc2cncc(N[C@@H](C)c3ncc(F)cn3)n2)n[nH]1. The result is 0 (non-blocker).